From a dataset of Forward reaction prediction with 1.9M reactions from USPTO patents (1976-2016). Predict the product of the given reaction. (1) Given the reactants [CH2:1]([O:8][CH2:9][CH2:10][N:11]1[CH:15]=[C:14]([N:16]2[CH:21]=[CH:20][C:19](=[O:22])[C:18]([C:23]([O:25]C(C)(C)C)=[O:24])=[N:17]2)[CH:13]=[N:12]1)[C:2]1[CH:7]=[CH:6][CH:5]=[CH:4][CH:3]=1.O=C1C=CN(C2C=NN(C(C)C)C=2)N=C1C(OC(C)(C)C)=O, predict the reaction product. The product is: [CH2:1]([O:8][CH2:9][CH2:10][N:11]1[CH:15]=[C:14]([N:16]2[CH:21]=[CH:20][C:19](=[O:22])[C:18]([C:23]([OH:25])=[O:24])=[N:17]2)[CH:13]=[N:12]1)[C:2]1[CH:7]=[CH:6][CH:5]=[CH:4][CH:3]=1. (2) Given the reactants Cl[C:2]1[N:7]=[C:6]([Cl:8])[CH:5]=[C:4]([Cl:9])[N:3]=1.C(=O)([O-])[O-].[K+].[K+].[N:16]1([CH2:22][C:23]2[CH:28]=[CH:27][C:26]([CH2:29][NH:30][C:31](=[O:33])[CH3:32])=[CH:25][CH:24]=2)[CH2:21][CH2:20][NH:19][CH2:18][CH2:17]1.O, predict the reaction product. The product is: [Cl:9][C:4]1[CH:5]=[C:6]([Cl:8])[N:7]=[C:2]([N:19]2[CH2:18][CH2:17][N:16]([CH2:22][C:23]3[CH:24]=[CH:25][C:26]([CH2:29][NH:30][C:31](=[O:33])[CH3:32])=[CH:27][CH:28]=3)[CH2:21][CH2:20]2)[N:3]=1. (3) Given the reactants [CH3:1][NH:2][CH3:3].[CH2:4]([Si:6]([CH2:21][CH3:22])([CH2:19][CH3:20])[C:7]#[C:8][CH2:9][O:10][CH2:11][CH:12]1[CH2:17][CH2:16][C:15](=O)[CH2:14][CH2:13]1)[CH3:5].Cl.[C-:24]#[N:25].[K+], predict the reaction product. The product is: [CH3:1][N:2]([CH3:3])[C:15]1([C:24]#[N:25])[CH2:16][CH2:17][CH:12]([CH2:11][O:10][CH2:9][C:8]#[C:7][Si:6]([CH2:21][CH3:22])([CH2:19][CH3:20])[CH2:4][CH3:5])[CH2:13][CH2:14]1. (4) Given the reactants C1CCN2C(=NCCC2)CC1.[C:12]([O:15][C@@H:16]1[C@H:21]([O:22][C:23](=[O:25])[CH3:24])[C@@H:20]([O:26][C:27](=[O:29])[CH3:28])[C@H:19]([CH3:30])[O:18][C@H:17]1[O:31][C@@H:32]1[C@@H:38]([OH:39])[C@H:37]([CH3:40])[O:36][C@@:34]([C@H:41]2[O:70][C@H:69]([CH2:71][O:72][CH2:73][C:74]3[CH:79]=[CH:78][CH:77]=[CH:76][CH:75]=3)[C@@H:60]([O:61][CH2:62][C:63]3[CH:68]=[CH:67][CH:66]=[CH:65][CH:64]=3)[C@H:51]([O:52][CH2:53][C:54]3[CH:59]=[CH:58][CH:57]=[CH:56][CH:55]=3)[C@H:42]2[O:43][CH2:44][C:45]2[CH:50]=[CH:49][CH:48]=[CH:47][CH:46]=2)([OH:35])[C@@H:33]1[O:80][C:81](=[O:88])[C:82]1[CH:87]=[CH:86][CH:85]=[CH:84][CH:83]=1)(=[O:14])[CH3:13].[Cl:89][C:90]([Cl:94])([Cl:93])[C:91]#[N:92], predict the reaction product. The product is: [Cl:89][C:90]([Cl:94])([Cl:93])[C:91](=[NH:92])[OH:14].[C:12]([O:15][C@@H:16]1[C@H:21]([O:22][C:23](=[O:25])[CH3:24])[C@@H:20]([O:26][C:27](=[O:29])[CH3:28])[C@H:19]([CH3:30])[O:18][C@H:17]1[O:31][C@@H:32]1[C@@H:38]([OH:39])[C@H:37]([CH3:40])[O:36][C@@:34]([C@H:41]2[O:70][C@H:69]([CH2:71][O:72][CH2:73][C:74]3[CH:75]=[CH:76][CH:77]=[CH:78][CH:79]=3)[C@@H:60]([O:61][CH2:62][C:63]3[CH:68]=[CH:67][CH:66]=[CH:65][CH:64]=3)[C@H:51]([O:52][CH2:53][C:54]3[CH:59]=[CH:58][CH:57]=[CH:56][CH:55]=3)[C@H:42]2[O:43][CH2:44][C:45]2[CH:46]=[CH:47][CH:48]=[CH:49][CH:50]=2)([OH:35])[C@@H:33]1[O:80][C:81](=[O:88])[C:82]1[CH:87]=[CH:86][CH:85]=[CH:84][CH:83]=1)(=[O:14])[CH3:13]. (5) Given the reactants [OH:1][CH:2]1[CH:6]([O:7][CH2:8][C:9]2[CH:14]=[CH:13][CH:12]=[C:11]([O:15][CH3:16])[CH:10]=2)[CH2:5][N:4]([C:17](=[O:24])[C@H:18]([CH2:20][CH:21]([CH3:23])[CH3:22])[NH2:19])[CH2:3]1.CN1CCOCC1.Cl.CN(C)CCCN=C=NCC.ON1C2C=CC=CC=2N=N1.[N:54]1[C:63]2[C:58](=[CH:59][CH:60]=[CH:61][CH:62]=2)[CH:57]=[CH:56][C:55]=1[C:64](O)=[O:65], predict the reaction product. The product is: [OH:1][CH:2]1[CH:6]([O:7][CH2:8][C:9]2[CH:14]=[CH:13][CH:12]=[C:11]([O:15][CH3:16])[CH:10]=2)[CH2:5][N:4]([C:17](=[O:24])[C@H:18]([CH2:20][CH:21]([CH3:22])[CH3:23])[NH:19][C:64]([C:55]2[CH:56]=[CH:57][C:58]3[C:63](=[CH:62][CH:61]=[CH:60][CH:59]=3)[N:54]=2)=[O:65])[CH2:3]1.